Dataset: Full USPTO retrosynthesis dataset with 1.9M reactions from patents (1976-2016). Task: Predict the reactants needed to synthesize the given product. (1) Given the product [Cl:27][C:19]1[CH:18]=[C:17]([C:15]2[O:14][N:13]=[C:12]([C:9]3[CH:10]=[CH:11][C:6]([O:5][CH2:4][CH2:3][CH2:2][NH:31][CH3:30])=[CH:7][C:8]=3[CH2:28][CH3:29])[N:16]=2)[CH:22]=[CH:21][C:20]=1[O:23][CH:24]([CH3:26])[CH3:25], predict the reactants needed to synthesize it. The reactants are: Br[CH2:2][CH2:3][CH2:4][O:5][C:6]1[CH:11]=[CH:10][C:9]([C:12]2[N:16]=[C:15]([C:17]3[CH:22]=[CH:21][C:20]([O:23][CH:24]([CH3:26])[CH3:25])=[C:19]([Cl:27])[CH:18]=3)[O:14][N:13]=2)=[C:8]([CH2:28][CH3:29])[CH:7]=1.[CH3:30][NH2:31]. (2) Given the product [Cl:1][C:2]1[CH:10]=[CH:9][CH:8]=[C:7]([F:11])[C:3]=1[C:4]([NH:27][CH2:26][C:20]1([C:17]2[CH:18]=[N:19][C:14]([C:13]([F:29])([F:28])[F:12])=[N:15][CH:16]=2)[CH2:25][CH2:24][O:23][CH2:22][CH2:21]1)=[O:6], predict the reactants needed to synthesize it. The reactants are: [Cl:1][C:2]1[CH:10]=[CH:9][CH:8]=[C:7]([F:11])[C:3]=1[C:4]([OH:6])=O.[F:12][C:13]([F:29])([F:28])[C:14]1[N:19]=[CH:18][C:17]([C:20]2([CH2:26][NH2:27])[CH2:25][CH2:24][O:23][CH2:22][CH2:21]2)=[CH:16][N:15]=1. (3) The reactants are: [C:1]12([OH:12])[CH2:10][CH:5]3[CH2:6][CH:7]([CH2:9][C:3]([OH:11])([CH2:4]3)[CH2:2]1)[CH2:8]2.[F:13][C:14]([F:31])([C:18]([F:30])([F:29])[C:19]([F:28])([F:27])[C:20]([F:26])([F:25])[C:21]([F:24])([F:23])[F:22])[C:15](O)=[O:16].C1(C)C=CC=CC=1. Given the product [F:13][C:14]([F:31])([C:18]([F:29])([F:30])[C:19]([F:27])([F:28])[C:20]([F:25])([F:26])[C:21]([F:24])([F:23])[F:22])[C:15]([O:12][C:1]12[CH2:10][CH:5]3[CH2:6][CH:7]([CH2:9][C:3]([OH:11])([CH2:4]3)[CH2:2]1)[CH2:8]2)=[O:16], predict the reactants needed to synthesize it. (4) Given the product [CH2:1]([O:8][C:9]1[CH:10]=[CH:11][C:12]([O:17][CH3:18])=[C:13]([CH:16]=1)[C:14]([OH:23])=[O:15])[C:2]1[CH:3]=[CH:4][CH:5]=[CH:6][CH:7]=1, predict the reactants needed to synthesize it. The reactants are: [CH2:1]([O:8][C:9]1[CH:10]=[CH:11][C:12]([O:17][CH3:18])=[C:13]([CH:16]=1)[CH:14]=[O:15])[C:2]1[CH:7]=[CH:6][CH:5]=[CH:4][CH:3]=1.[OH-].[K+].OO.[OH:23]S(O)(=O)=O.